This data is from Catalyst prediction with 721,799 reactions and 888 catalyst types from USPTO. The task is: Predict which catalyst facilitates the given reaction. (1) Reactant: [OH:1][C@@H:2]([C:4]1[N:15]([C@@H:16]2[CH2:21][O:20][C@@H:19]([CH2:22][C:23]#[N:24])[CH2:18][CH2:17]2)[C:7]2=[C:8]3[S:14][CH:13]=[CH:12][C:9]3=[N:10][CH:11]=[C:6]2[N:5]=1)[CH3:3].C(#N)C. Product: [OH2:1].[OH:1][C@@H:2]([C:4]1[N:15]([C@@H:16]2[CH2:21][O:20][C@@H:19]([CH2:22][C:23]#[N:24])[CH2:18][CH2:17]2)[C:7]2=[C:8]3[S:14][CH:13]=[CH:12][C:9]3=[N:10][CH:11]=[C:6]2[N:5]=1)[CH3:3]. The catalyst class is: 6. (2) Reactant: [F:1][C:2]([F:26])([F:25])[C:3]1[CH:4]=[CH:5][C:6]([OH:24])=[C:7]([C:9]2[N:10]([C:15]3[N:20]=[C:19]([C:21]([OH:23])=[O:22])[CH:18]=[CH:17][CH:16]=3)[C:11]([CH3:14])=[CH:12][CH:13]=2)[CH:8]=1.[F:27][C:28]1[CH:35]=[CH:34][C:31]([CH2:32]Br)=[CH:30][CH:29]=1.C([O-])([O-])=O.[K+].[K+].O. Product: [F:27][C:28]1[CH:35]=[CH:34][C:31]([CH2:32][O:22][C:21](=[O:23])[C:19]2[CH:18]=[CH:17][CH:16]=[C:15]([N:10]3[C:11]([CH3:14])=[CH:12][CH:13]=[C:9]3[C:7]3[CH:8]=[C:3]([C:2]([F:1])([F:25])[F:26])[CH:4]=[CH:5][C:6]=3[O:24][CH2:32][C:31]3[CH:34]=[CH:35][C:28]([F:27])=[CH:29][CH:30]=3)[N:20]=2)=[CH:30][CH:29]=1. The catalyst class is: 85. (3) Reactant: [C:1]([O:5][C:6]([N:8]1[CH2:16][C:15]2[C:10](=[CH:11][CH:12]=[CH:13][CH:14]=2)[CH:9]1[C:17](O)=[O:18])=[O:7])([CH3:4])([CH3:3])[CH3:2].[F:20][C:21]1[CH:27]=[CH:26][CH:25]=[C:24]([F:28])[C:22]=1[NH2:23].O=P(Cl)(Cl)Cl. The catalyst class is: 17. Product: [C:1]([O:5][C:6]([N:8]1[CH2:16][C:15]2[C:10](=[CH:11][CH:12]=[CH:13][CH:14]=2)[CH:9]1[C:17](=[O:18])[NH:23][C:22]1[C:21]([F:20])=[CH:27][CH:26]=[CH:25][C:24]=1[F:28])=[O:7])([CH3:4])([CH3:2])[CH3:3]. (4) Reactant: [C:1]([O:4][CH2:5][C:6]1[C:7](CO)=[C:8]([F:21])[C:9]([C:13]2[CH:18]=[CH:17][C:16](OC)=[CH:15][CH:14]=2)=[C:10]([OH:12])[CH:11]=1)(=[O:3])[CH3:2].C([SiH](CC)CC)C.[C:31](=[O:34])([O-])O.[Na+].[C:36](OCC)(=O)C. Product: [C:1]([O:4][CH2:5][C:6]1[CH:7]=[C:8]([F:21])[C:9]([CH2:13][C:18]2[CH:17]=[CH:16][C:15]([O:34][CH3:31])=[CH:14][CH:36]=2)=[C:10]([OH:12])[CH:11]=1)(=[O:3])[CH3:2]. The catalyst class is: 10. (5) Reactant: B(Br)(Br)Br.[C:5]([C:7]1[CH:8]=[C:9]([C:15]2[CH:19]=[C:18]([C:20]([O:22][CH2:23][CH3:24])=[O:21])[S:17][N:16]=2)[CH:10]=[CH:11][C:12]=1[O:13]C)#[N:6]. Product: [C:5]([C:7]1[CH:8]=[C:9]([C:15]2[CH:19]=[C:18]([C:20]([O:22][CH2:23][CH3:24])=[O:21])[S:17][N:16]=2)[CH:10]=[CH:11][C:12]=1[OH:13])#[N:6]. The catalyst class is: 4.